Dataset: Forward reaction prediction with 1.9M reactions from USPTO patents (1976-2016). Task: Predict the product of the given reaction. (1) The product is: [C:1]([O:5][C:6]([N:8]1[CH2:13][CH2:12][N:11]([C:14]2[C:19]([C:20]([F:23])([F:22])[F:21])=[CH:18][C:17]([CH:28]=[CH:27][C:26]([O:30][CH3:31])=[O:29])=[CH:16][N:15]=2)[CH2:10][C@H:9]1[CH3:25])=[O:7])([CH3:4])([CH3:3])[CH3:2]. Given the reactants [C:1]([O:5][C:6]([N:8]1[CH2:13][CH2:12][N:11]([C:14]2[C:19]([C:20]([F:23])([F:22])[F:21])=[CH:18][C:17](Br)=[CH:16][N:15]=2)[CH2:10][C@H:9]1[CH3:25])=[O:7])([CH3:4])([CH3:3])[CH3:2].[C:26]([O:30][CH3:31])(=[O:29])[CH:27]=[CH2:28], predict the reaction product. (2) Given the reactants [CH:1]([N:4]1[CH2:9][CH2:8][CH:7]([O:10][C:11]2[CH:16]=[CH:15][C:14]([C:17]3([C:23](O)=[O:24])[CH2:22][CH2:21][O:20][CH2:19][CH2:18]3)=[CH:13][CH:12]=2)[CH2:6][CH2:5]1)([CH3:3])[CH3:2].[CH2:26]([NH:28][CH2:29][CH3:30])[CH3:27].F[P-](F)(F)(F)(F)F.N1(OC(N(C)C)=[N+](C)C)C2C=CC=CC=2N=N1.N1C=CC=CC=1, predict the reaction product. The product is: [CH:1]([N:4]1[CH2:5][CH2:6][CH:7]([O:10][C:11]2[CH:16]=[CH:15][C:14]([C:17]3([C:23]([N:28]([CH2:29][CH3:30])[CH2:26][CH3:27])=[O:24])[CH2:18][CH2:19][O:20][CH2:21][CH2:22]3)=[CH:13][CH:12]=2)[CH2:8][CH2:9]1)([CH3:2])[CH3:3].